From a dataset of Catalyst prediction with 721,799 reactions and 888 catalyst types from USPTO. Predict which catalyst facilitates the given reaction. (1) Reactant: [CH:1]1[N:2]=[CH:3][N:4]2[C:9]=1[CH2:8][CH2:7][NH:6][C:5]2=[O:10].[Br:11][CH2:12][CH3:13].C(#N)C. Product: [Br-:11].[CH2:12]([N+:2]1[CH:1]=[C:9]2[N:4]([C:5](=[O:10])[NH:6][CH2:7][CH2:8]2)[CH:3]=1)[CH3:13]. The catalyst class is: 3. (2) Reactant: [CH3:1][C@@H:2]1[CH2:7][NH:6][CH2:5][CH2:4][N:3]1[C:8](=[O:13])[C:9]([F:12])([F:11])[F:10].C1(P(C2C=CC=CC=2)C2C=CC3C(=CC=CC=3)C=2C2C3C(=CC=CC=3)C=CC=2P(C2C=CC=CC=2)C2C=CC=CC=2)C=CC=CC=1.C(=O)([O-])[O-].[Cs+].[Cs+].FC(F)(F)S(O[C:72]1[CH:81]=[CH:80][C:79]2[C:74](=[CH:75][CH:76]=[CH:77][C:78]=2[F:82])[CH:73]=1)(=O)=O. Product: [F:82][C:78]1[CH:77]=[CH:76][CH:75]=[C:74]2[C:79]=1[CH:80]=[CH:81][C:72]([N:6]1[CH2:5][CH2:4][N:3]([C:8](=[O:13])[C:9]([F:12])([F:10])[F:11])[C@H:2]([CH3:1])[CH2:7]1)=[CH:73]2. The catalyst class is: 164. (3) Reactant: Cl[C:2]1[N:3]=[N:4][CH:5]=[C:6](Cl)[C:7]=1[Cl:8].[F:10][C:11]1[CH:16]=[CH:15][C:14]([CH:17]2[CH2:22][CH2:21][NH:20][CH2:19][CH2:18]2)=[CH:13][CH:12]=1.C(=O)([O-])[O-].[K+].[K+].[NH2:29][NH2:30]. Product: [Cl:8][C:7]1[C:6]([N:20]2[CH2:19][CH2:18][CH:17]([C:14]3[CH:15]=[CH:16][C:11]([F:10])=[CH:12][CH:13]=3)[CH2:22][CH2:21]2)=[CH:5][N:4]=[N:3][C:2]=1[NH:29][NH2:30]. The catalyst class is: 872. (4) Reactant: [ClH:1].Br[C:3]1[CH:8]=[CH:7][C:6]([NH:9][C:10]([CH:12]2[CH:17]3[CH2:18][CH2:19][N:14]([CH2:15][CH2:16]3)[CH2:13]2)=[O:11])=[CH:5][CH:4]=1.[OH:20][CH2:21][C:22]1[CH:27]=[CH:26][C:25](B(O)O)=[CH:24][CH:23]=1.C(=O)([O-])[O-].[Cs+].[Cs+]. Product: [ClH:1].[OH:20][CH2:21][C:22]1[CH:27]=[CH:26][C:25]([C:3]2[CH:8]=[CH:7][C:6]([NH:9][C:10]([CH:12]3[CH:17]4[CH2:18][CH2:19][N:14]([CH2:15][CH2:16]4)[CH2:13]3)=[O:11])=[CH:5][CH:4]=2)=[CH:24][CH:23]=1. The catalyst class is: 57. (5) Reactant: [Br:1][C:2]1[CH:10]=[C:9]2[C:5]([C:6]([CH3:13])([CH3:12])[C:7](=[O:11])[NH:8]2)=[CH:4][CH:3]=1.Br[CH2:15][CH:16]1[CH2:19][CH2:18][CH2:17]1.C(=O)([O-])[O-].[Cs+].[Cs+].Cl. Product: [Br:1][C:2]1[CH:10]=[C:9]2[C:5]([C:6]([CH3:13])([CH3:12])[C:7](=[O:11])[N:8]2[CH2:15][CH:16]2[CH2:19][CH2:18][CH2:17]2)=[CH:4][CH:3]=1. The catalyst class is: 3. (6) Reactant: [CH3:1][C:2]1[CH:3]=[CH:4][C:5]([C:12]2[CH:16]=[CH:15][NH:14][N:13]=2)=[C:6]([CH:11]=1)[C:7]([O:9][CH3:10])=[O:8].[H-].[Na+].[CH3:19]I. Product: [CH3:1][C:2]1[CH:3]=[CH:4][C:5]([C:12]2[CH:16]=[CH:15][N:14]([CH3:19])[N:13]=2)=[C:6]([CH:11]=1)[C:7]([O:9][CH3:10])=[O:8]. The catalyst class is: 3. (7) Reactant: [CH3:1][CH:2]([C@H:4]1[CH2:9][N:8]([C:10]2[CH:15]=[CH:14][C:13]([N+:16]([O-])=O)=[C:12]([O:19][CH3:20])[CH:11]=2)[CH2:7][CH2:6][N:5]1[CH2:21][CH2:22][S:23]([CH3:26])(=[O:25])=[O:24])[CH3:3]. Product: [CH3:3][CH:2]([C@@H:4]1[N:5]([CH2:21][CH2:22][S:23]([CH3:26])(=[O:24])=[O:25])[CH2:6][CH2:7][N:8]([C:10]2[CH:15]=[CH:14][C:13]([NH2:16])=[C:12]([O:19][CH3:20])[CH:11]=2)[CH2:9]1)[CH3:1]. The catalyst class is: 50. (8) Reactant: [N:1]1[CH:6]=[CH:5][CH:4]=[CH:3][C:2]=1[C:7]#[C:8][C:9]1[CH:10]=[CH:11][C:12]2[C:13](=[O:24])[N:14]3[CH2:23][CH2:22][NH:21][CH2:20][CH2:19][C:15]3=[N:16][C:17]=2[CH:18]=1.[F:25][C:26]([F:31])([F:30])[CH2:27][CH:28]=O.C([BH3-])#N.[Na+].C(O)(=O)C. Product: [N:1]1[CH:6]=[CH:5][CH:4]=[CH:3][C:2]=1[C:7]#[C:8][C:9]1[CH:10]=[CH:11][C:12]2[C:13](=[O:24])[N:14]3[CH2:23][CH2:22][N:21]([CH2:28][CH2:27][C:26]([F:31])([F:30])[F:25])[CH2:20][CH2:19][C:15]3=[N:16][C:17]=2[CH:18]=1. The catalyst class is: 5.